This data is from Experimental lipophilicity measurements (octanol/water distribution) for 4,200 compounds from AstraZeneca. The task is: Regression/Classification. Given a drug SMILES string, predict its absorption, distribution, metabolism, or excretion properties. Task type varies by dataset: regression for continuous measurements (e.g., permeability, clearance, half-life) or binary classification for categorical outcomes (e.g., BBB penetration, CYP inhibition). For this dataset (lipophilicity_astrazeneca), we predict Y. The compound is COCCC(=O)N[C@@H](C)c1ccc(Nc2ncc3cc(-c4ccncc4)ccc3n2)cc1. The Y is 3.05 logD.